The task is: Predict the reaction yield, written as a fraction of the theoretical maximum amount of product (1.0 means a 100% yield; for example, 0.34 means a 34% yield).. This data is from Reaction yield outcomes from USPTO patents with 853,638 reactions. (1) The reactants are Br[C:2]1[CH:7]=[CH:6][CH:5]=[CH:4][N:3]=1.[NH2:8][C:9]1[CH:14]=[CH:13][C:12]([N+:15]([O-:17])=[O:16])=[CH:11][N:10]=1.C1(P(C2C=CC=CC=2)CCCP(C2C=CC=CC=2)C2C=CC=CC=2)C=CC=CC=1.CC(C)([O-])C.[Na+]. The catalyst is C(OCC)(=O)C.[Pd].[Pd].C(=CC(C=CC1C=CC=CC=1)=O)C1C=CC=CC=1.C(=CC(C=CC1C=CC=CC=1)=O)C1C=CC=CC=1.C(=CC(C=CC1C=CC=CC=1)=O)C1C=CC=CC=1.C1(C)C=CC=CC=1. The product is [N+:15]([C:12]1[CH:13]=[CH:14][C:9]([NH:8][C:2]2[CH:7]=[CH:6][CH:5]=[CH:4][N:3]=2)=[N:10][CH:11]=1)([O-:17])=[O:16]. The yield is 0.530. (2) The reactants are Br[CH2:2][C:3]1[CH:8]=[CH:7][CH:6]=[C:5]([O:9][CH3:10])[CH:4]=1.[B:11]1([B:11]2[O:15][C:14]([CH3:17])([CH3:16])[C:13]([CH3:19])([CH3:18])[O:12]2)[O:15][C:14]([CH3:17])([CH3:16])[C:13]([CH3:19])([CH3:18])[O:12]1.[O-]P([O-])([O-])=O.[K+].[K+].[K+]. The catalyst is C1C=CC(/C=C/C(/C=C/C2C=CC=CC=2)=O)=CC=1.C1C=CC(/C=C/C(/C=C/C2C=CC=CC=2)=O)=CC=1.C1C=CC(/C=C/C(/C=C/C2C=CC=CC=2)=O)=CC=1.[Pd].[Pd].F[B-](F)(F)F.C([PH+](C(C)(C)C)C)(C)(C)C. The product is [CH3:10][O:9][C:5]1[CH:4]=[C:3]([CH:8]=[CH:7][CH:6]=1)[CH2:2][B:11]1[O:15][C:14]([CH3:17])([CH3:16])[C:13]([CH3:19])([CH3:18])[O:12]1. The yield is 0.660. (3) The reactants are [CH3:1][N:2]1[C:6]2[CH:7]=[CH:8][C:9]([N+:11]([O-])=O)=[CH:10][C:5]=2[N:4]=[CH:3]1. The catalyst is CCO.[Pd]. The product is [CH3:1][N:2]1[C:6]2[CH:7]=[CH:8][C:9]([NH2:11])=[CH:10][C:5]=2[N:4]=[CH:3]1. The yield is 1.08. (4) The reactants are [O:1]=[S:2]1(=[O:60])[CH2:7][CH2:6][N:5]([CH2:8][CH2:9][CH2:10][NH:11][CH2:12][C@:13]23[CH2:56][CH2:55][C@@H:54]([C:57]([CH3:59])=[CH2:58])[C@@H:14]2[C@@H:15]2[C@@:28]([CH3:31])([CH2:29][CH2:30]3)[C@@:27]3([CH3:32])[C@@H:18]([C@:19]4([CH3:53])[C@@H:24]([CH2:25][CH2:26]3)[C:23]([CH3:34])([CH3:33])[C:22]([C:35]3[CH2:40][CH2:39][C@:38]([CH2:51][F:52])([C:41]([O:43]CC5C=CC=CC=5)=[O:42])[CH2:37][CH:36]=3)=[CH:21][CH2:20]4)[CH2:17][CH2:16]2)[CH2:4][CH2:3]1.[OH-].[Na+]. The catalyst is O1CCOCC1.CO. The product is [O:60]=[S:2]1(=[O:1])[CH2:3][CH2:4][N:5]([CH2:8][CH2:9][CH2:10][NH:11][CH2:12][C@:13]23[CH2:56][CH2:55][C@@H:54]([C:57]([CH3:59])=[CH2:58])[C@@H:14]2[C@@H:15]2[C@@:28]([CH3:31])([CH2:29][CH2:30]3)[C@@:27]3([CH3:32])[C@@H:18]([C@:19]4([CH3:53])[C@@H:24]([CH2:25][CH2:26]3)[C:23]([CH3:34])([CH3:33])[C:22]([C:35]3[CH2:40][CH2:39][C@:38]([CH2:51][F:52])([C:41]([OH:43])=[O:42])[CH2:37][CH:36]=3)=[CH:21][CH2:20]4)[CH2:17][CH2:16]2)[CH2:6][CH2:7]1. The yield is 0.450. (5) The reactants are [H-].[Na+].[CH:3]1([CH:9]([OH:14])[C:10]([F:13])([F:12])[F:11])[CH2:8][CH2:7][CH2:6][CH2:5][CH2:4]1.[NH2:15][C:16]1[N:21]=[C:20](Cl)[CH:19]=[C:18]([Cl:23])[N:17]=1.O. The catalyst is C1COCC1.C(OCC)(=O)C. The product is [Cl:23][C:18]1[CH:19]=[C:20]([O:14][CH:9]([CH:3]2[CH2:4][CH2:5][CH2:6][CH2:7][CH2:8]2)[C:10]([F:12])([F:13])[F:11])[N:21]=[C:16]([NH2:15])[N:17]=1. The yield is 0.650. (6) The reactants are [Si:1]([O:8]S(C(F)(F)F)(=O)=O)([C:4]([CH3:7])([CH3:6])[CH3:5])([CH3:3])[CH3:2].O[C@@H:17]1[N:23]([C:24]([O:26][CH2:27][C:28]2[CH:33]=[CH:32][C:31]([NH:34][C:35](=[O:52])[C@@H:36]([NH:38][C:39](=[O:51])[C@@H:40]([NH:44][C:45]([O:47][CH2:48][CH:49]=[CH2:50])=[O:46])[CH:41]([CH3:43])[CH3:42])[CH3:37])=[CH:30][CH:29]=2)=[O:25])[C:22]2[CH:53]=[C:54]([O:59][Si:60]([CH:67]([CH3:69])[CH3:68])([CH:64]([CH3:66])[CH3:65])[CH:61]([CH3:63])[CH3:62])[C:55]([O:57][CH3:58])=[CH:56][C:21]=2[C:20](=[O:70])[N:19]2[CH:71]=[C:72](/[CH:74]=[CH:75]/[CH3:76])[CH2:73][C@@H:18]12.N1C(C)=CC=CC=1C. The catalyst is C(Cl)Cl. The product is [Si:1]([O:8][C@@H:17]1[N:23]([C:24]([O:26][CH2:27][C:28]2[CH:29]=[CH:30][C:31]([NH:34][C:35](=[O:52])[C@@H:36]([NH:38][C:39](=[O:51])[C@@H:40]([NH:44][C:45]([O:47][CH2:48][CH:49]=[CH2:50])=[O:46])[CH:41]([CH3:42])[CH3:43])[CH3:37])=[CH:32][CH:33]=2)=[O:25])[C:22]2[CH:53]=[C:54]([O:59][Si:60]([CH:61]([CH3:63])[CH3:62])([CH:67]([CH3:69])[CH3:68])[CH:64]([CH3:65])[CH3:66])[C:55]([O:57][CH3:58])=[CH:56][C:21]=2[C:20](=[O:70])[N:19]2[CH:71]=[C:72](/[CH:74]=[CH:75]/[CH3:76])[CH2:73][C@@H:18]12)([C:4]([CH3:7])([CH3:6])[CH3:5])([CH3:3])[CH3:2]. The yield is 0.570. (7) The reactants are O[C:2]1[N:3]=[CH:4][C:5]([C:8]([OH:10])=[O:9])=[N:6][CH:7]=1.CN(C)C=O.S(Cl)([Cl:18])=O. No catalyst specified. The product is [Cl:18][C:2]1[N:3]=[CH:4][C:5]([C:8]([OH:10])=[O:9])=[N:6][CH:7]=1. The yield is 0.750.